Dataset: NCI-60 drug combinations with 297,098 pairs across 59 cell lines. Task: Regression. Given two drug SMILES strings and cell line genomic features, predict the synergy score measuring deviation from expected non-interaction effect. (1) Drug 1: CC12CCC3C(C1CCC2O)C(CC4=C3C=CC(=C4)O)CCCCCCCCCS(=O)CCCC(C(F)(F)F)(F)F. Drug 2: CC12CCC3C(C1CCC2OP(=O)(O)O)CCC4=C3C=CC(=C4)OC(=O)N(CCCl)CCCl.[Na+]. Cell line: OVCAR3. Synergy scores: CSS=13.0, Synergy_ZIP=-3.27, Synergy_Bliss=-12.3, Synergy_Loewe=1.60, Synergy_HSA=-7.54. (2) Drug 1: COC1=CC(=CC(=C1O)OC)C2C3C(COC3=O)C(C4=CC5=C(C=C24)OCO5)OC6C(C(C7C(O6)COC(O7)C8=CC=CS8)O)O. Drug 2: CC1=C(N=C(N=C1N)C(CC(=O)N)NCC(C(=O)N)N)C(=O)NC(C(C2=CN=CN2)OC3C(C(C(C(O3)CO)O)O)OC4C(C(C(C(O4)CO)O)OC(=O)N)O)C(=O)NC(C)C(C(C)C(=O)NC(C(C)O)C(=O)NCCC5=NC(=CS5)C6=NC(=CS6)C(=O)NCCC[S+](C)C)O. Cell line: NCI-H226. Synergy scores: CSS=31.0, Synergy_ZIP=-7.45, Synergy_Bliss=-1.06, Synergy_Loewe=2.90, Synergy_HSA=4.78. (3) Drug 1: CS(=O)(=O)CCNCC1=CC=C(O1)C2=CC3=C(C=C2)N=CN=C3NC4=CC(=C(C=C4)OCC5=CC(=CC=C5)F)Cl. Drug 2: CN1C2=C(C=C(C=C2)N(CCCl)CCCl)N=C1CCCC(=O)O.Cl. Cell line: MALME-3M. Synergy scores: CSS=2.22, Synergy_ZIP=1.68, Synergy_Bliss=4.63, Synergy_Loewe=0.263, Synergy_HSA=0.0442.